This data is from Forward reaction prediction with 1.9M reactions from USPTO patents (1976-2016). The task is: Predict the product of the given reaction. (1) The product is: [OH:27][NH:29][C:21](=[O:22])/[CH:20]=[CH:19]/[C:14]1[CH:15]=[CH:16][CH:17]=[CH:18][C:13]=1[NH:12][S:9]([C:5]1[CH:6]=[CH:7][CH:8]=[C:3]([C:2]([F:26])([F:25])[F:1])[CH:4]=1)(=[O:11])=[O:10]. Given the reactants [F:1][C:2]([F:26])([F:25])[C:3]1[CH:4]=[C:5]([S:9]([NH:12][C:13]2[CH:18]=[CH:17][CH:16]=[CH:15][C:14]=2/[CH:19]=[CH:20]/[C:21](OC)=[O:22])(=[O:11])=[O:10])[CH:6]=[CH:7][CH:8]=1.[OH-:27].[Na+].[NH2:29]O.Cl, predict the reaction product. (2) Given the reactants [CH3:1][O:2][C:3]1[CH:8]=[CH:7][C:6](B(O)O)=[CH:5][CH:4]=1.Cl[C:13]1[CH:14]=[C:15]([CH:21]=[CH:22][N:23]=1)[C:16]([O:18][CH2:19][CH3:20])=[O:17], predict the reaction product. The product is: [CH3:1][O:2][C:3]1[CH:8]=[CH:7][C:6]([C:13]2[CH:14]=[C:15]([CH:21]=[CH:22][N:23]=2)[C:16]([O:18][CH2:19][CH3:20])=[O:17])=[CH:5][CH:4]=1. (3) Given the reactants [CH2:1]([O:3][C:4](=[O:24])[CH2:5][C:6]1([C:9]2[CH:14]=[CH:13][C:12](B3OC(C)(C)C(C)(C)O3)=[CH:11][CH:10]=2)[CH2:8][CH2:7]1)[CH3:2].[Br:25][C:26]1[CH:31]=[CH:30][C:29](I)=[CH:28][CH:27]=1, predict the reaction product. The product is: [CH2:1]([O:3][C:4](=[O:24])[CH2:5][C:6]1([C:9]2[CH:10]=[CH:11][C:12]([C:29]3[CH:30]=[CH:31][C:26]([Br:25])=[CH:27][CH:28]=3)=[CH:13][CH:14]=2)[CH2:7][CH2:8]1)[CH3:2]. (4) Given the reactants [C:1]([O:5][C:6]([N:8]1[CH:13]([CH:14]2[CH2:16][CH2:15]2)[CH2:12][N:11]2[N:17]=[C:18]([I:23])[C:19]([C:20]([OH:22])=O)=[C:10]2[CH2:9]1)=[O:7])([CH3:4])([CH3:3])[CH3:2].[NH4+].[Cl-].C[N:27](C(ON1N=NC2C=CC=NC1=2)=[N+](C)C)C.F[P-](F)(F)(F)(F)F.CCN(C(C)C)C(C)C, predict the reaction product. The product is: [C:20]([C:19]1[C:18]([I:23])=[N:17][N:11]2[CH2:12][CH:13]([CH:14]3[CH2:15][CH2:16]3)[N:8]([C:6]([O:5][C:1]([CH3:3])([CH3:4])[CH3:2])=[O:7])[CH2:9][C:10]=12)(=[O:22])[NH2:27].